Dataset: Forward reaction prediction with 1.9M reactions from USPTO patents (1976-2016). Task: Predict the product of the given reaction. (1) Given the reactants [OH:1][S:2]([OH:5])(=[O:4])=[O:3].[CH3:6][N:7]1[C@@H:24]2[CH2:25][C:12]3=[CH:13][CH:14]=[C:15](O)[C:16]4[O:17][C@H:18]5[C:19]([CH2:21][CH2:22][C@@H:23]2[C@:10]5([C:11]=43)[CH2:9][CH2:8]1)=[O:20].C(#N)C.[OH-].[Na+], predict the reaction product. The product is: [CH3:6][N:7]1[C@@H:24]2[CH2:25][C:12]3=[CH:13][CH:14]=[C:15]([O:3][S:2]([OH:5])(=[O:1])=[O:4])[C:16]4[O:17][C@H:18]5[C:19]([CH2:21][CH2:22][C@@H:23]2[C@:10]5([C:11]=43)[CH2:9][CH2:8]1)=[O:20]. (2) Given the reactants [NH2:1][C:2]1[CH:7]=[CH:6][C:5]([CH2:8][CH2:9][N:10]2[C:14](=[O:15])[C:13]([C:22]3[CH:27]=[CH:26][CH:25]=[CH:24][CH:23]=3)([C:16]3[CH:21]=[CH:20][CH:19]=[CH:18][CH:17]=3)[N:12]=[C:11]2[CH3:28])=[CH:4][CH:3]=1.[CH2:29]([CH:31]([CH2:35][CH3:36])[C:32](O)=[O:33])[CH3:30].F[P-](F)(F)(F)(F)F.Br[P+](N1CCCC1)(N1CCCC1)N1CCCC1.C(N(C(C)C)C(C)C)C, predict the reaction product. The product is: [CH2:29]([CH:31]([CH2:35][CH3:36])[C:32]([NH:1][C:2]1[CH:3]=[CH:4][C:5]([CH2:8][CH2:9][N:10]2[C:14](=[O:15])[C:13]([C:16]3[CH:21]=[CH:20][CH:19]=[CH:18][CH:17]=3)([C:22]3[CH:23]=[CH:24][CH:25]=[CH:26][CH:27]=3)[N:12]=[C:11]2[CH3:28])=[CH:6][CH:7]=1)=[O:33])[CH3:30]. (3) Given the reactants [CH2:1]([O:3][C:4]([C:6]1[C:7]([OH:22])=[C:8]2[C:14]([C:15]3[CH:20]=[CH:19][CH:18]=[C:17]([Cl:21])[CH:16]=3)=[N:13][O:12][C:9]2=[CH:10][N:11]=1)=[O:5])[CH3:2].CC1C=C(C)N=C(C)C=1.CC1C([IH+:39])=C(C)N=C(C)C=1.F[P-](F)(F)(F)(F)F, predict the reaction product. The product is: [CH2:1]([O:3][C:4]([C:6]1[C:7]([OH:22])=[C:8]2[C:14]([C:15]3[CH:20]=[CH:19][CH:18]=[C:17]([Cl:21])[CH:16]=3)=[N:13][O:12][C:9]2=[C:10]([I:39])[N:11]=1)=[O:5])[CH3:2]. (4) Given the reactants [F:1][C:2]1[CH:11]=[CH:10][C:5]([C:6]([O:8]C)=[O:7])=[C:4]([C:12]2[CH:17]=[CH:16][N:15]=[CH:14][CH:13]=2)[CH:3]=1.[ClH:18], predict the reaction product. The product is: [ClH:18].[F:1][C:2]1[CH:11]=[CH:10][C:5]([C:6]([OH:8])=[O:7])=[C:4]([C:12]2[CH:13]=[CH:14][N:15]=[CH:16][CH:17]=2)[CH:3]=1. (5) The product is: [Cl:13][C:10]1[CH:11]=[CH:12][C:7]([C:4]2[N:3]=[C:2]([N:14]3[CH:18]=[CH:17][CH:16]=[CH:15]3)[S:6][N:5]=2)=[CH:8][CH:9]=1. Given the reactants Cl[C:2]1[S:6][N:5]=[C:4]([C:7]2[CH:12]=[CH:11][C:10]([Cl:13])=[CH:9][CH:8]=2)[N:3]=1.[NH:14]1[CH:18]=[CH:17][CH:16]=[CH:15]1.[H-].[Na+].O, predict the reaction product. (6) Given the reactants O=P(Cl)(Cl)[Cl:3].CN([CH:9]=[O:10])C.[C:11]1([CH2:17][C:18](=O)[CH3:19])[CH:16]=[CH:15][CH:14]=[CH:13][CH:12]=1.C([O-])(=O)C.[Na+], predict the reaction product. The product is: [Cl:3][C:18]([CH3:19])=[C:17]([C:11]1[CH:16]=[CH:15][CH:14]=[CH:13][CH:12]=1)[CH:9]=[O:10]. (7) Given the reactants [OH:1][CH2:2][C:3]1([C:6]([NH:8][CH2:9][CH2:10][CH3:11])=[O:7])[CH2:5][CH2:4]1.[H-].[Na+].[NH2:14][C:15]1[CH:22]=[CH:21][CH:20]=[C:19](F)[C:16]=1[C:17]#[N:18], predict the reaction product. The product is: [NH2:14][C:15]1[C:16]([C:17]#[N:18])=[C:19]([CH:20]=[CH:21][CH:22]=1)[O:1][CH2:2][C:3]1([C:6]([NH:8][CH2:9][CH2:10][CH3:11])=[O:7])[CH2:4][CH2:5]1. (8) Given the reactants [CH3:1][O:2][C:3]1[CH:33]=[CH:32][C:6]([CH2:7][N:8]2[C:12]3=[N:13][CH:14]=[CH:15][C:16]([O:17][C:18]4[CH:23]=[CH:22][C:21]([NH2:24])=[CH:20][C:19]=4[F:25])=[C:11]3[C:10]([C:26]3[N:30]([CH3:31])[CH:29]=[N:28][CH:27]=3)=[N:9]2)=[CH:5][CH:4]=1.[F:34][C:35]1[CH:40]=[CH:39][C:38]([N:41]2[C:46](=[O:47])[C:45]([C:48](O)=[O:49])=[CH:44][CH:43]=[N:42]2)=[CH:37][CH:36]=1.Cl.C(N=C=NCCCN(C)C)C.O.N1(O)C2C=CC=CC=2N=N1.C(N(C(C)C)C(C)C)C, predict the reaction product. The product is: [F:25][C:19]1[CH:20]=[C:21]([NH:24][C:48]([C:45]2[C:46](=[O:47])[N:41]([C:38]3[CH:39]=[CH:40][C:35]([F:34])=[CH:36][CH:37]=3)[N:42]=[CH:43][CH:44]=2)=[O:49])[CH:22]=[CH:23][C:18]=1[O:17][C:16]1[CH:15]=[CH:14][N:13]=[C:12]2[N:8]([CH2:7][C:6]3[CH:5]=[CH:4][C:3]([O:2][CH3:1])=[CH:33][CH:32]=3)[N:9]=[C:10]([C:26]3[N:30]([CH3:31])[CH:29]=[N:28][CH:27]=3)[C:11]=12.